Dataset: Peptide-MHC class I binding affinity with 185,985 pairs from IEDB/IMGT. Task: Regression. Given a peptide amino acid sequence and an MHC pseudo amino acid sequence, predict their binding affinity value. This is MHC class I binding data. (1) The binding affinity (normalized) is 0. The peptide sequence is FLRGRAYGI. The MHC is Patr-A0301 with pseudo-sequence Patr-A0301. (2) The binding affinity (normalized) is 0.195. The MHC is Mamu-A11 with pseudo-sequence Mamu-A11. The peptide sequence is NERSSCISEA. (3) The peptide sequence is YWKYEIVRI. The MHC is HLA-A23:01 with pseudo-sequence HLA-A23:01. The binding affinity (normalized) is 0.750. (4) The peptide sequence is SAFNDDGIYI. The MHC is HLA-A68:02 with pseudo-sequence HLA-A68:02. The binding affinity (normalized) is 0.826. (5) The peptide sequence is EEHFVETVSL. The MHC is HLA-B40:01 with pseudo-sequence HLA-B40:01. The binding affinity (normalized) is 0.795. (6) The peptide sequence is PDFNSLISI. The MHC is HLA-B44:03 with pseudo-sequence HLA-B44:03. The binding affinity (normalized) is 0.